This data is from Hepatocyte clearance measurements from AstraZeneca. The task is: Regression/Classification. Given a drug SMILES string, predict its absorption, distribution, metabolism, or excretion properties. Task type varies by dataset: regression for continuous measurements (e.g., permeability, clearance, half-life) or binary classification for categorical outcomes (e.g., BBB penetration, CYP inhibition). For this dataset (clearance_hepatocyte_az), we predict log10(clearance) (log10 of the in vitro intrinsic clearance, CLint, in uL/min per 10^6 hepatocytes; values are censored to the assay range of 3 to 150, which is 0.477 to 2.18 on this log10 scale). (1) The molecule is NC1=Nc2ccccc2Sc2cccc(F)c21. The log10(clearance) is 1.12. (2) The compound is O=C(CC12CC3CC(CC(C3)C1)C2)Nc1cccc2c(=O)n(C(CO)CO)ccc12. The log10(clearance) is 1.28. (3) The drug is O=C(Nc1cccc(-c2nnn[nH]2)c1)c1cc(F)cc2[nH]cnc12. The log10(clearance) is 1.83. (4) The molecule is CN1CCN(c2nc3ccccc3cc2Cn2nc(-c3ccc4nc(N)sc4c3)c3c(N)ncnc32)CC1. The log10(clearance) is 1.91. (5) The compound is CC(C(=O)O)c1ccc(C(=O)c2cccs2)cc1. The log10(clearance) is 0.990.